From a dataset of Full USPTO retrosynthesis dataset with 1.9M reactions from patents (1976-2016). Predict the reactants needed to synthesize the given product. (1) Given the product [NH:1]1[C:5]2[CH:6]=[CH:7][C:8]([C:10]([N:12]3[C@@H:21]4[C@@H:16]([C:17]5[CH:25]=[CH:24][C:23]([C:26]([NH2:29])=[O:28])=[CH:22][C:18]=5[CH2:19][CH2:20]4)[CH2:15][CH2:14][CH2:13]3)=[O:11])=[CH:9][C:4]=2[N:3]=[CH:2]1, predict the reactants needed to synthesize it. The reactants are: [NH:1]1[C:5]2[CH:6]=[CH:7][C:8]([C:10]([N:12]3[C@@H:21]4[C@@H:16]([C:17]5[CH:25]=[CH:24][C:23]([C:26]([OH:28])=O)=[CH:22][C:18]=5[CH2:19][CH2:20]4)[CH2:15][CH2:14][CH2:13]3)=[O:11])=[CH:9][C:4]=2[N:3]=[CH:2]1.[NH3:29]. (2) Given the product [CH2:15]([O:14][C:12](=[O:13])[C:11]([C:8]1[CH:9]=[CH:10][C:5]([C:4]([OH:19])=[O:3])=[CH:6][CH:7]=1)([F:17])[F:18])[CH3:16], predict the reactants needed to synthesize it. The reactants are: C([O:3][C:4](=[O:19])[C:5]1[CH:10]=[CH:9][C:8]([C:11]([F:18])([F:17])[C:12]([O:14][CH2:15][CH3:16])=[O:13])=[CH:7][CH:6]=1)C.C([O-])([O-])=O.[K+].[K+].Cl. (3) Given the product [CH2:12]([N:19]([CH2:20][CH2:21][OH:22])[C:9](=[O:11])[CH2:8][C:7]1[C:2]([Cl:1])=[N:3][CH:4]=[CH:5][CH:6]=1)[C:13]1[CH:18]=[CH:17][CH:16]=[CH:15][CH:14]=1, predict the reactants needed to synthesize it. The reactants are: [Cl:1][C:2]1[C:7]([CH2:8][C:9]([OH:11])=O)=[CH:6][CH:5]=[CH:4][N:3]=1.[CH2:12]([NH:19][CH2:20][CH2:21][OH:22])[C:13]1[CH:18]=[CH:17][CH:16]=[CH:15][CH:14]=1.C1C=CC2N(O)N=NC=2C=1.CCN=C=NCCCN(C)C.Cl.